Task: Predict which catalyst facilitates the given reaction.. Dataset: Catalyst prediction with 721,799 reactions and 888 catalyst types from USPTO (1) Reactant: [CH3:1][O:2][C:3]([C:5]1([C:11]2[CH:16]=[CH:15][C:14]([NH2:17])=[C:13]([C:18]3[CH2:23][CH2:22][C:21]([CH3:25])([CH3:24])[CH2:20][CH:19]=3)[CH:12]=2)[CH2:10][CH2:9][O:8][CH2:7][CH2:6]1)=[O:4].[K+].[C:27]([C:29]1[N:30]=[C:31]([C:42]([O-])=[O:43])[N:32]([CH2:34][O:35][CH2:36][CH2:37][Si:38]([CH3:41])([CH3:40])[CH3:39])[CH:33]=1)#[N:28]. Product: [CH3:1][O:2][C:3]([C:5]1([C:11]2[CH:16]=[CH:15][C:14]([NH:17][C:42]([C:31]3[N:32]([CH2:34][O:35][CH2:36][CH2:37][Si:38]([CH3:41])([CH3:40])[CH3:39])[CH:33]=[C:29]([C:27]#[N:28])[N:30]=3)=[O:43])=[C:13]([C:18]3[CH2:23][CH2:22][C:21]([CH3:25])([CH3:24])[CH2:20][CH:19]=3)[CH:12]=2)[CH2:6][CH2:7][O:8][CH2:9][CH2:10]1)=[O:4]. The catalyst class is: 2. (2) Reactant: Cl.[NH2:2][CH:3]([C:26]([O:28][CH3:29])=[O:27])[CH2:4][C:5]1[CH:25]=[CH:24][C:8]([O:9][C:10]2[CH:23]=[CH:22][C:13]([CH:14]=[C:15]3[S:19][C:18](=[O:20])[NH:17][C:16]3=[O:21])=[CH:12][CH:11]=2)=[CH:7][CH:6]=1.[C:30]([N:37]1[CH2:41][CH2:40][CH2:39][CH:38]1[C:42](O)=[O:43])([O:32][C:33]([CH3:36])([CH3:35])[CH3:34])=[O:31].C1(N=C=NC2CCCCC2)CCCCC1.O. Product: [C:33]([O:32][C:30]([N:37]1[CH2:41][CH2:40][CH2:39][CH:38]1[C:42](=[O:43])[NH:2][CH:3]([C:26]([O:28][CH3:29])=[O:27])[CH2:4][C:5]1[CH:25]=[CH:24][C:8]([O:9][C:10]2[CH:23]=[CH:22][C:13]([CH:14]=[C:15]3[S:19][C:18](=[O:20])[NH:17][C:16]3=[O:21])=[CH:12][CH:11]=2)=[CH:7][CH:6]=1)=[O:31])([CH3:36])([CH3:35])[CH3:34]. The catalyst class is: 42. (3) Reactant: [CH3:1][N:2]([CH3:25])[C:3]([C:5]1[N:6]=[C:7]([C:21]([F:24])([F:23])[F:22])[N:8]2[CH2:13][CH2:12][N:11](C(OC(C)(C)C)=O)[CH2:10][C:9]=12)=[O:4].[ClH:26]. Product: [ClH:26].[CH3:1][N:2]([CH3:25])[C:3]([C:5]1[N:6]=[C:7]([C:21]([F:24])([F:22])[F:23])[N:8]2[CH2:13][CH2:12][NH:11][CH2:10][C:9]=12)=[O:4]. The catalyst class is: 12. (4) Reactant: [CH3:1][O:2][CH2:3][N:4]1[C:9](=[O:10])[N:8]2[CH:11]=[N:12][C:13]([C:14]([NH2:16])=O)=[C:7]2[N:6]=[N:5]1.P12(SP3(SP(SP(S3)(S1)=S)(=S)S2)=S)=[S:18].C[Si](C)(C)O[Si](C)(C)C. Product: [CH3:1][O:2][CH2:3][N:4]1[C:9](=[O:10])[N:8]2[CH:11]=[N:12][C:13]([C:14](=[S:18])[NH2:16])=[C:7]2[N:6]=[N:5]1. The catalyst class is: 2. (5) Reactant: Br[CH:2]([C:13]1[CH:14]=[CH:15][C:16]2[N:17]([C:19]([CH:22]([CH3:24])[CH3:23])=[N:20][N:21]=2)[N:18]=1)[C:3]([C:5]1[CH:10]=[CH:9][C:8]([F:11])=[CH:7][C:6]=1[F:12])=O.[N:25]1([C:31](=[S:33])[NH2:32])[CH2:30][CH2:29][CH2:28][CH2:27][CH2:26]1. Product: [F:12][C:6]1[CH:7]=[C:8]([F:11])[CH:9]=[CH:10][C:5]=1[C:3]1[N:32]=[C:31]([N:25]2[CH2:30][CH2:29][CH2:28][CH2:27][CH2:26]2)[S:33][C:2]=1[C:13]1[CH:14]=[CH:15][C:16]2[N:17]([C:19]([CH:22]([CH3:24])[CH3:23])=[N:20][N:21]=2)[N:18]=1. The catalyst class is: 14. (6) Reactant: [C:1]([NH:20][C:21]1[NH:25][N:24]=[CH:23][C:22]=1[C:26]#[N:27])([C:14]1[CH:19]=[CH:18][CH:17]=[CH:16][CH:15]=1)([C:8]1[CH:13]=[CH:12][CH:11]=[CH:10][CH:9]=1)[C:2]1[CH:7]=[CH:6][CH:5]=[CH:4][CH:3]=1.Br[C:29]1[CH:36]=[CH:35][CH:34]=[C:33]([N:37]2[N:46]=[CH:45][C:44]3[C:39](=[CH:40][CH:41]=[C:42]([C:47]([CH3:50])([CH3:49])[CH3:48])[CH:43]=3)[C:38]2=[O:51])[C:30]=1[CH:31]=[O:32].C(=O)([O-])[O-].[K+].[K+]. Product: [C:47]([C:42]1[CH:43]=[C:44]2[C:39](=[CH:40][CH:41]=1)[C:38](=[O:51])[N:37]([C:33]1[C:30]([CH:31]=[O:32])=[C:29]([N:24]3[CH:23]=[C:22]([C:26]#[N:27])[C:21]([NH:20][C:1]([C:2]4[CH:3]=[CH:4][CH:5]=[CH:6][CH:7]=4)([C:14]4[CH:19]=[CH:18][CH:17]=[CH:16][CH:15]=4)[C:8]4[CH:9]=[CH:10][CH:11]=[CH:12][CH:13]=4)=[N:25]3)[CH:36]=[CH:35][CH:34]=1)[N:46]=[CH:45]2)([CH3:50])([CH3:48])[CH3:49]. The catalyst class is: 205.